This data is from NCI-60 drug combinations with 297,098 pairs across 59 cell lines. The task is: Regression. Given two drug SMILES strings and cell line genomic features, predict the synergy score measuring deviation from expected non-interaction effect. (1) Drug 1: CS(=O)(=O)CCNCC1=CC=C(O1)C2=CC3=C(C=C2)N=CN=C3NC4=CC(=C(C=C4)OCC5=CC(=CC=C5)F)Cl. Drug 2: C1CN1C2=NC(=NC(=N2)N3CC3)N4CC4. Cell line: OVCAR-5. Synergy scores: CSS=46.0, Synergy_ZIP=-5.18, Synergy_Bliss=2.80, Synergy_Loewe=-0.216, Synergy_HSA=2.72. (2) Drug 1: CC12CCC3C(C1CCC2=O)CC(=C)C4=CC(=O)C=CC34C. Drug 2: CC1=C(C=C(C=C1)NC(=O)C2=CC=C(C=C2)CN3CCN(CC3)C)NC4=NC=CC(=N4)C5=CN=CC=C5. Cell line: SK-MEL-2. Synergy scores: CSS=39.0, Synergy_ZIP=0.494, Synergy_Bliss=-0.844, Synergy_Loewe=-0.346, Synergy_HSA=-1.09. (3) Drug 2: C(CN)CNCCSP(=O)(O)O. Synergy scores: CSS=9.51, Synergy_ZIP=-4.00, Synergy_Bliss=-3.07, Synergy_Loewe=-19.0, Synergy_HSA=-2.62. Drug 1: CC(C1=C(C=CC(=C1Cl)F)Cl)OC2=C(N=CC(=C2)C3=CN(N=C3)C4CCNCC4)N. Cell line: CAKI-1. (4) Drug 1: CC1C(C(=O)NC(C(=O)N2CCCC2C(=O)N(CC(=O)N(C(C(=O)O1)C(C)C)C)C)C(C)C)NC(=O)C3=C4C(=C(C=C3)C)OC5=C(C(=O)C(=C(C5=N4)C(=O)NC6C(OC(=O)C(N(C(=O)CN(C(=O)C7CCCN7C(=O)C(NC6=O)C(C)C)C)C)C(C)C)C)N)C. Drug 2: CC12CCC3C(C1CCC2OP(=O)(O)O)CCC4=C3C=CC(=C4)OC(=O)N(CCCl)CCCl.[Na+]. Cell line: A549. Synergy scores: CSS=25.4, Synergy_ZIP=23.5, Synergy_Bliss=28.0, Synergy_Loewe=27.4, Synergy_HSA=27.1. (5) Drug 1: C1=CC(=CC=C1CCCC(=O)O)N(CCCl)CCCl. Drug 2: C1=CC(=CC=C1C#N)C(C2=CC=C(C=C2)C#N)N3C=NC=N3. Cell line: SNB-19. Synergy scores: CSS=9.95, Synergy_ZIP=-8.66, Synergy_Bliss=-5.37, Synergy_Loewe=-6.65, Synergy_HSA=-5.66. (6) Drug 1: CC12CCC(CC1=CCC3C2CCC4(C3CC=C4C5=CN=CC=C5)C)O. Drug 2: C1CC(=O)NC(=O)C1N2CC3=C(C2=O)C=CC=C3N. Cell line: SF-268. Synergy scores: CSS=-0.802, Synergy_ZIP=-1.10, Synergy_Bliss=-2.83, Synergy_Loewe=-4.76, Synergy_HSA=-3.82. (7) Drug 1: C1CN1P(=S)(N2CC2)N3CC3. Drug 2: CC12CCC3C(C1CCC2O)C(CC4=C3C=CC(=C4)O)CCCCCCCCCS(=O)CCCC(C(F)(F)F)(F)F. Cell line: 786-0. Synergy scores: CSS=3.68, Synergy_ZIP=-2.59, Synergy_Bliss=1.69, Synergy_Loewe=-3.17, Synergy_HSA=0.0887. (8) Drug 1: CC1=C(C(=O)C2=C(C1=O)N3CC4C(C3(C2COC(=O)N)OC)N4)N. Drug 2: CC1CCCC2(C(O2)CC(NC(=O)CC(C(C(=O)C(C1O)C)(C)C)O)C(=CC3=CSC(=N3)C)C)C. Cell line: SF-268. Synergy scores: CSS=29.0, Synergy_ZIP=-5.58, Synergy_Bliss=-7.73, Synergy_Loewe=-13.8, Synergy_HSA=-6.72. (9) Drug 1: C1CCC(C1)C(CC#N)N2C=C(C=N2)C3=C4C=CNC4=NC=N3. Drug 2: CC1=C2C(C(=O)C3(C(CC4C(C3C(C(C2(C)C)(CC1OC(=O)C(C(C5=CC=CC=C5)NC(=O)OC(C)(C)C)O)O)OC(=O)C6=CC=CC=C6)(CO4)OC(=O)C)OC)C)OC. Cell line: NCI-H226. Synergy scores: CSS=57.4, Synergy_ZIP=19.1, Synergy_Bliss=19.1, Synergy_Loewe=7.25, Synergy_HSA=21.1. (10) Drug 1: CCC1=CC2CC(C3=C(CN(C2)C1)C4=CC=CC=C4N3)(C5=C(C=C6C(=C5)C78CCN9C7C(C=CC9)(C(C(C8N6C)(C(=O)OC)O)OC(=O)C)CC)OC)C(=O)OC.C(C(C(=O)O)O)(C(=O)O)O. Drug 2: CC12CCC3C(C1CCC2OP(=O)(O)O)CCC4=C3C=CC(=C4)OC(=O)N(CCCl)CCCl.[Na+]. Cell line: UACC62. Synergy scores: CSS=48.0, Synergy_ZIP=-4.02, Synergy_Bliss=-4.95, Synergy_Loewe=-32.1, Synergy_HSA=-2.38.